This data is from Experimentally validated miRNA-target interactions with 360,000+ pairs, plus equal number of negative samples. The task is: Binary Classification. Given a miRNA mature sequence and a target amino acid sequence, predict their likelihood of interaction. The miRNA is hsa-miR-3960 with sequence GGCGGCGGCGGAGGCGGGGG. The protein sequence of the target gene is MLGLTQHAQKVWRMKPFSPEVSPGSSPATAGHLLRISTLFLTLLELAQVCRGSVVSNRPFITVWNGDTHWCLTEYGVDVDVSVFDVVANKEQSFQGSNMTIFYREELGTYPYYTPTGEPVFGGLPQNASLVTHLAHTFQDIKAAMPEPDFSGLAVIDWEAWRPRWAFNWDSKDIYRQRSMELVQAEHPDWPETLVEAAAKNQFQEAAEAWMAGTLQLGQVLRPRGLWGYYGFPDCYNNDFLSLNYTGQCPVFVRDQNDQLGWLWNQSYALYPSIYLPAALMGTEKSQMYVRHRVQEALRV.... Result: 0 (no interaction).